From a dataset of Forward reaction prediction with 1.9M reactions from USPTO patents (1976-2016). Predict the product of the given reaction. (1) Given the reactants [Br:1][O-].[Na+].BrBr.[OH:6][C:7]1[N:15]=[CH:14][CH:13]=[CH:12][C:8]=1[C:9]([OH:11])=[O:10].Cl, predict the reaction product. The product is: [Br:1][C:13]1[CH:14]=[N:15][C:7]([OH:6])=[C:8]([CH:12]=1)[C:9]([OH:11])=[O:10]. (2) The product is: [CH2:33]([C@H:21]1[C@H:20]([NH:19][C:5]2[C:6]3[N:7]([CH:10]=[C:11]([C:13]4[CH:14]=[N:15][N:16]([CH3:18])[CH:17]=4)[CH:12]=3)[N:8]=[CH:9][C:4]=2[C:1]([NH2:2])=[O:3])[CH2:25][CH2:24][NH:23][CH2:22]1)[CH3:34]. Given the reactants [C:1]([C:4]1[CH:9]=[N:8][N:7]2[CH:10]=[C:11]([C:13]3[CH:14]=[N:15][N:16]([CH3:18])[CH:17]=3)[CH:12]=[C:6]2[C:5]=1[NH:19][C@@H:20]1[CH2:25][CH2:24][N:23](C(OC(C)(C)C)=O)[CH2:22][C@H:21]1[CH2:33][CH3:34])(=[O:3])[NH2:2].FC(F)(F)C(O)=O, predict the reaction product.